From a dataset of Reaction yield outcomes from USPTO patents with 853,638 reactions. Predict the reaction yield, written as a fraction of the theoretical maximum amount of product (1.0 means a 100% yield; for example, 0.34 means a 34% yield). (1) The reactants are [CH:1]1([C:6]([C:8]2[CH:13]=[C:12]([CH3:14])[CH:11]=[CH:10][C:9]=2[NH:15][C:16](=[O:30])[NH:17][C:18]2[S:19][CH:20]=[C:21]([CH2:23][CH2:24]OS(C)(=O)=O)[N:22]=2)=[O:7])[CH2:5][CH2:4][CH2:3][CH2:2]1.[SH:31][C:32]1[CH:37]=[CH:36][CH:35]=[CH:34][N:33]=1. No catalyst specified. The product is [CH:1]1([C:6]([C:8]2[CH:13]=[C:12]([CH3:14])[CH:11]=[CH:10][C:9]=2[NH:15][C:16]([NH:17][C:18]2[S:19][CH:20]=[C:21]([CH2:23][CH2:24][S:31][C:32]3[CH:37]=[CH:36][CH:35]=[CH:34][N:33]=3)[N:22]=2)=[O:30])=[O:7])[CH2:2][CH2:3][CH2:4][CH2:5]1. The yield is 4.67. (2) The reactants are [C:1]([C:5]1[CH:6]=[C:7]([N+:16]([O-])=O)[C:8]([O:14][CH3:15])=[C:9]([N+:11]([O-:13])=[O:12])[CH:10]=1)([CH3:4])([CH3:3])[CH3:2].O.O.O.O.O.O.O.O.O.[S-2].[Na+].[Na+]. The catalyst is CCOC(C)=O.O.CCCCCCCC[N+](CCCCCCCC)(CCCCCCCC)C.[Cl-]. The product is [C:1]([C:5]1[CH:10]=[C:9]([N+:11]([O-:13])=[O:12])[C:8]([O:14][CH3:15])=[C:7]([CH:6]=1)[NH2:16])([CH3:4])([CH3:2])[CH3:3]. The yield is 0.300.